From a dataset of Reaction yield outcomes from USPTO patents with 853,638 reactions. Predict the reaction yield, written as a fraction of the theoretical maximum amount of product (1.0 means a 100% yield; for example, 0.34 means a 34% yield). (1) The yield is 0.200. The product is [C:39]([C:37]1[CH:38]=[C:34]([NH:33][C:32]([NH:27][C@@H:20]2[C:21]3[C:26](=[CH:25][CH:24]=[CH:23][CH:22]=3)[C@@H:17]([O:16][C:13]3[CH:14]=[CH:15][C:10]4[N:11]([C:7]([N:1]5[CH2:2][CH2:3][CH2:4][CH2:5][CH2:6]5)=[N:8][N:9]=4)[CH:12]=3)[CH2:18][CH2:19]2)=[O:31])[N:35]([C:43]2[CH:48]=[CH:47][C:46]([CH3:49])=[CH:45][CH:44]=2)[N:36]=1)([CH3:42])([CH3:40])[CH3:41]. The catalyst is O1CCOCC1. The reactants are [N:1]1([C:7]2[N:11]3[CH:12]=[C:13]([O:16][C@@H:17]4[C:26]5[C:21](=[CH:22][CH:23]=[CH:24][CH:25]=5)[C@@H:20]([NH2:27])[CH2:19][CH2:18]4)[CH:14]=[CH:15][C:10]3=[N:9][N:8]=2)[CH2:6][CH2:5][CH2:4][CH2:3][CH2:2]1.ClC(Cl)(Cl)C[O:31][C:32](=O)[NH:33][C:34]1[N:35]([C:43]2[CH:48]=[CH:47][C:46]([CH3:49])=[CH:45][CH:44]=2)[N:36]=[C:37]([C:39]([CH3:42])([CH3:41])[CH3:40])[CH:38]=1.CCN(C(C)C)C(C)C. (2) The reactants are [C:1]([C:5]1[CH:10]=[C:9]([Br:11])[C:8]([N+:12]([O-:14])=[O:13])=[CH:7][C:6]=1[OH:15])([CH3:4])([CH3:3])[CH3:2].C([O-])([O-])=O.[Cs+].[Cs+].[CH2:22](Br)[C:23]1[CH:28]=[CH:27][CH:26]=[CH:25][CH:24]=1. The catalyst is CN(C=O)C.O. The product is [C:1]([C:5]1[CH:10]=[C:9]([Br:11])[C:8]([N+:12]([O-:14])=[O:13])=[CH:7][C:6]=1[O:15][CH2:22][C:23]1[CH:28]=[CH:27][CH:26]=[CH:25][CH:24]=1)([CH3:4])([CH3:2])[CH3:3]. The yield is 0.940. (3) The reactants are [C:1]([O:5][C:6]([N:8]1[CH2:13][C:12](=[O:14])[N:11]([C:15]2[CH:20]=[CH:19][C:18]([O:21][CH2:22][CH2:23][CH2:24][O:25][CH2:26][C:27]3[CH:32]=[CH:31][CH:30]=[CH:29][C:28]=3[O:33][CH3:34])=[CH:17][CH:16]=2)[C@@H:10]([CH2:35][OH:36])[CH2:9]1)=[O:7])([CH3:4])([CH3:3])[CH3:2].C(N(CC)CC)C.[F:44][C:45]([F:58])([F:57])[S:46](O[S:46]([C:45]([F:58])([F:57])[F:44])(=[O:48])=[O:47])(=[O:48])=[O:47]. The catalyst is ClCCl. The product is [C:1]([O:5][C:6]([N:8]1[CH2:9][C@H:10]([CH2:35][O:36][S:46]([C:45]([F:58])([F:57])[F:44])(=[O:48])=[O:47])[N:11]([C:15]2[CH:20]=[CH:19][C:18]([O:21][CH2:22][CH2:23][CH2:24][O:25][CH2:26][C:27]3[CH:32]=[CH:31][CH:30]=[CH:29][C:28]=3[O:33][CH3:34])=[CH:17][CH:16]=2)[C:12](=[O:14])[CH2:13]1)=[O:7])([CH3:2])([CH3:4])[CH3:3]. The yield is 0.984. (4) The reactants are [OH:1][CH:2]([CH2:8][CH:9]=[CH2:10])[C:3]([O:5][CH2:6][CH3:7])=[O:4].[H-].[Na+].[CH2:13](Br)[C:14]1[CH:19]=[CH:18][CH:17]=[CH:16][CH:15]=1. The catalyst is C1COCC1.CCCCCC. The product is [CH2:13]([O:1][CH:2]([CH2:8][CH:9]=[CH2:10])[C:3]([O:5][CH2:6][CH3:7])=[O:4])[C:14]1[CH:19]=[CH:18][CH:17]=[CH:16][CH:15]=1. The yield is 0.290. (5) The reactants are B.O1CCCC1.[F:7][C:8]1[CH:13]=[CH:12][C:11]([CH2:14][C:15]([CH3:42])([CH3:41])[C:16]([N:18]2[CH2:23][CH2:22][CH2:21][CH:20]([CH2:24][NH:25][C:26]([NH:28][C:29]3[CH:34]=[CH:33][CH:32]=[C:31]([C:35]4[N:39]([CH3:40])[N:38]=[N:37][N:36]=4)[CH:30]=3)=[O:27])[CH2:19]2)=O)=[CH:10][CH:9]=1.Cl. The catalyst is CO. The product is [F:7][C:8]1[CH:13]=[CH:12][C:11]([CH2:14][C:15]([CH3:42])([CH3:41])[CH2:16][N:18]2[CH2:23][CH2:22][CH2:21][CH:20]([CH2:24][NH:25][C:26]([NH:28][C:29]3[CH:34]=[CH:33][CH:32]=[C:31]([C:35]4[N:39]([CH3:40])[N:38]=[N:37][N:36]=4)[CH:30]=3)=[O:27])[CH2:19]2)=[CH:10][CH:9]=1. The yield is 0.380. (6) The reactants are [Br:1][C:2]1[CH:3]=[C:4]2[C:8](=[CH:9][CH:10]=1)[C:7](=[O:11])[CH2:6][CH2:5]2.[BH4-].[Na+]. The catalyst is C(O)C. The product is [Br:1][C:2]1[CH:3]=[C:4]2[C:8](=[CH:9][CH:10]=1)[CH:7]([OH:11])[CH2:6][CH2:5]2. The yield is 0.980. (7) The reactants are [F:1][C:2]([F:12])([F:11])[C:3]1[CH:10]=[CH:9][C:6]([CH2:7][NH2:8])=[CH:5][CH:4]=1.Br[C:14]1[CH:23]=[N:22][CH:21]=[CH:20][C:15]=1[C:16]([O:18][CH3:19])=[O:17]. No catalyst specified. The product is [F:1][C:2]([F:11])([F:12])[C:3]1[CH:10]=[CH:9][C:6]([CH2:7][NH:8][C:20]2[CH:21]=[N:22][CH:23]=[CH:14][C:15]=2[C:16]([O:18][CH3:19])=[O:17])=[CH:5][CH:4]=1. The yield is 0.400. (8) The reactants are [Cl-].O[NH3+:3].[C:4](=[O:7])([O-])[OH:5].[Na+].CS(C)=O.[CH3:13][C:14]([CH3:51])([CH3:50])[CH2:15][O:16][C:17]1[CH:22]=[CH:21][C:20]([C:23]2[C:28](=[O:29])[N:27]([CH2:30][C:31]3[CH:36]=[CH:35][C:34]([C:37]4[C:38]([C:43]#[N:44])=[CH:39][CH:40]=[CH:41][CH:42]=4)=[CH:33][CH:32]=3)[C:26]([CH2:45][CH2:46][CH3:47])=[N:25][C:24]=2[CH2:48][CH3:49])=[CH:19][CH:18]=1. The catalyst is C(OCC)(=O)C. The product is [CH3:51][C:14]([CH3:50])([CH3:13])[CH2:15][O:16][C:17]1[CH:18]=[CH:19][C:20]([C:23]2[C:28](=[O:29])[N:27]([CH2:30][C:31]3[CH:36]=[CH:35][C:34]([C:37]4[CH:42]=[CH:41][CH:40]=[CH:39][C:38]=4[C:43]4[NH:3][C:4](=[O:7])[O:5][N:44]=4)=[CH:33][CH:32]=3)[C:26]([CH2:45][CH2:46][CH3:47])=[N:25][C:24]=2[CH2:48][CH3:49])=[CH:21][CH:22]=1. The yield is 0.650.